From a dataset of Full USPTO retrosynthesis dataset with 1.9M reactions from patents (1976-2016). Predict the reactants needed to synthesize the given product. (1) Given the product [CH2:33]([NH:40][C:2]1[N:3]=[C:4]([N:13]2[CH2:14][CH2:15][N:16]([C:19](=[O:27])[CH2:20][C:21]3[CH:22]=[CH:23][CH:24]=[CH:25][CH:26]=3)[CH2:17][CH2:18]2)[C:5]2[CH:10]=[C:9]([CH2:11][CH3:12])[S:8][C:6]=2[N:7]=1)[C:34]1[CH:39]=[CH:38][CH:37]=[CH:36][CH:35]=1, predict the reactants needed to synthesize it. The reactants are: Cl[C:2]1[N:3]=[C:4]([N:13]2[CH2:18][CH2:17][N:16]([C:19](=[O:27])[CH2:20][C:21]3[CH:26]=[CH:25][CH:24]=[CH:23][CH:22]=3)[CH2:15][CH2:14]2)[C:5]2[CH:10]=[C:9]([CH2:11][CH3:12])[S:8][C:6]=2[N:7]=1.C(O)CCC.[CH2:33]([NH2:40])[C:34]1[CH:39]=[CH:38][CH:37]=[CH:36][CH:35]=1.[N-]=C=O. (2) Given the product [ClH:44].[F:43][C:2]([F:1])([F:42])[C:3]1[CH:4]=[C:5]([CH:35]=[C:36]([C:38]([F:39])([F:40])[F:41])[CH:37]=1)[CH2:6][N:7]([C:29]1[N:30]=[N:31][N:32]([CH3:34])[N:33]=1)[C@@H:8]1[C:14]2=[CH:15][C:16]3[CH2:17][O:18][CH2:19][C:20]=3[CH:21]=[C:13]2[N:12]([CH2:22][C:23]2[CH:24]=[CH:25][N:26]=[CH:27][CH:28]=2)[CH2:11][CH2:10][CH2:9]1, predict the reactants needed to synthesize it. The reactants are: [F:1][C:2]([F:43])([F:42])[C:3]1[CH:4]=[C:5]([CH:35]=[C:36]([C:38]([F:41])([F:40])[F:39])[CH:37]=1)[CH2:6][N:7]([C:29]1[N:30]=[N:31][N:32]([CH3:34])[N:33]=1)[C@@H:8]1[C:14]2=[CH:15][C:16]3[CH2:17][O:18][CH2:19][C:20]=3[CH:21]=[C:13]2[N:12]([CH2:22][C:23]2[CH:28]=[CH:27][N:26]=[CH:25][CH:24]=2)[CH2:11][CH2:10][CH2:9]1.[ClH:44]. (3) Given the product [Cl:24][C:20]1[CH:19]=[C:18]([NH:17][C:16]([N:13]2[CH2:14][CH2:15][C:10]3[NH:9][N:8]=[C:7]([C:33]4[CH:34]=[CH:35][C:30]([O:29][CH3:28])=[CH:31][CH:32]=4)[C:11]=3[CH2:12]2)=[O:25])[CH:23]=[CH:22][CH:21]=1, predict the reactants needed to synthesize it. The reactants are: FC(F)(F)S(O[C:7]1[C:11]2[CH2:12][N:13]([C:16](=[O:25])[NH:17][C:18]3[CH:23]=[CH:22][CH:21]=[C:20]([Cl:24])[CH:19]=3)[CH2:14][CH2:15][C:10]=2[NH:9][N:8]=1)(=O)=O.[CH3:28][O:29][C:30]1[CH:35]=[CH:34][C:33](B(O)O)=[CH:32][CH:31]=1.[O-]P([O-])([O-])=O.[K+].[K+].[K+].O. (4) Given the product [Cl:24][C:21]1[CH:22]=[CH:23][C:18]([C@@:15]2([CH3:17])[C@:14]([C:26]3[CH:27]=[CH:28][C:29]([Cl:32])=[CH:30][CH:31]=3)([CH3:25])[N:13]([C:33]([N:50]3[CH2:49][CH2:48][N:47]([CH2:46][CH2:45][CH2:44][S:41]([CH3:40])(=[O:42])=[O:43])[CH2:52][CH2:51]3)=[O:34])[C:12]([C:5]3[C:4]([O:36][CH:37]([CH3:39])[CH3:38])=[CH:3][C:2]([Cl:1])=[C:7]([S:8]([NH2:9])(=[O:10])=[O:11])[CH:6]=3)=[N:16]2)=[CH:19][CH:20]=1, predict the reactants needed to synthesize it. The reactants are: [Cl:1][C:2]1[C:7]([S:8](=[O:11])(=[O:10])[NH2:9])=[CH:6][C:5]([C:12]2[N:13]([C:33](Cl)=[O:34])[C:14]([C:26]3[CH:31]=[CH:30][C:29]([Cl:32])=[CH:28][CH:27]=3)([CH3:25])[C:15]([C:18]3[CH:23]=[CH:22][C:21]([Cl:24])=[CH:20][CH:19]=3)([CH3:17])[N:16]=2)=[C:4]([O:36][CH:37]([CH3:39])[CH3:38])[CH:3]=1.[CH3:40][S:41]([CH2:44][CH2:45][CH2:46][N:47]1[CH2:52][CH2:51][NH:50][CH2:49][CH2:48]1)(=[O:43])=[O:42].